The task is: Predict the product of the given reaction.. This data is from Forward reaction prediction with 1.9M reactions from USPTO patents (1976-2016). (1) Given the reactants [Na].[CH3:2][N:3]([CH3:7])[CH2:4][CH2:5][OH:6].Cl[C:9]1[CH:18]=[C:17]([NH:19][C:20]2[C:25]([Cl:26])=[CH:24][N:23]=[CH:22][C:21]=2[Cl:27])[C:16]2[C:11](=[C:12]([O:30][CH:31]3[CH2:35][CH2:34][CH2:33][CH2:32]3)[C:13]([O:28][CH3:29])=[CH:14][CH:15]=2)[N:10]=1, predict the reaction product. The product is: [CH:31]1([O:30][C:12]2[C:13]([O:28][CH3:29])=[CH:14][CH:15]=[C:16]3[C:11]=2[N:10]=[C:9]([O:6][CH2:5][CH2:4][N:3]([CH3:7])[CH3:2])[CH:18]=[C:17]3[NH:19][C:20]2[C:25]([Cl:26])=[CH:24][N:23]=[CH:22][C:21]=2[Cl:27])[CH2:32][CH2:33][CH2:34][CH2:35]1. (2) Given the reactants [F:1][C:2]1[CH:7]=[CH:6][C:5]([C@H:8]2[N:12]([S:13]([C:16]3[CH:21]=[CH:20][C:19]([CH3:22])=[CH:18][CH:17]=3)(=[O:15])=[O:14])[C@@H:11]([CH2:23][CH2:24][C:25](N)=[O:26])[CH2:10][CH2:9]2)=[CH:4][CH:3]=1, predict the reaction product. The product is: [F:1][C:2]1[CH:3]=[CH:4][C:5]([C@H:8]2[N:12]([S:13]([C:16]3[CH:17]=[CH:18][C:19]([CH3:22])=[CH:20][CH:21]=3)(=[O:15])=[O:14])[C@H:11]([CH2:23][CH2:24][CH2:25][OH:26])[CH2:10][CH2:9]2)=[CH:6][CH:7]=1. (3) The product is: [CH3:1][N:2]([CH3:22])[C:3]([C:5]1[CH:10]=[C:9]([C:11]2[CH:16]=[CH:15][C:14]([C:17]([F:20])([F:19])[F:18])=[CH:13][CH:12]=2)[N:8]=[C:7]([NH:37][C:27]2[CH:28]=[CH:29][C:30]([N:31]3[CH:35]=[C:34]([CH3:36])[N:33]=[CH:32]3)=[C:25]([O:24][CH3:23])[CH:26]=2)[N:6]=1)=[O:4]. Given the reactants [CH3:1][N:2]([CH3:22])[C:3]([C:5]1[CH:10]=[C:9]([C:11]2[CH:16]=[CH:15][C:14]([C:17]([F:20])([F:19])[F:18])=[CH:13][CH:12]=2)[N:8]=[C:7](Cl)[N:6]=1)=[O:4].[CH3:23][O:24][C:25]1[CH:26]=[C:27]([NH2:37])[CH:28]=[CH:29][C:30]=1[N:31]1[CH:35]=[C:34]([CH3:36])[N:33]=[CH:32]1, predict the reaction product. (4) Given the reactants [F:1][C:2]1[CH:3]=[C:4]([CH:11]=[CH:12][C:13]=1[N+:14]([O-])=O)[CH2:5][N:6]1[CH2:10][CH2:9][CH2:8][CH2:7]1, predict the reaction product. The product is: [F:1][C:2]1[CH:3]=[C:4]([CH2:5][N:6]2[CH2:10][CH2:9][CH2:8][CH2:7]2)[CH:11]=[CH:12][C:13]=1[NH2:14].